From a dataset of Forward reaction prediction with 1.9M reactions from USPTO patents (1976-2016). Predict the product of the given reaction. (1) The product is: [CH3:1][C@@H:2]1[CH2:11][C:10]2[C:5](=[CH:6][CH:7]=[CH:8][CH:9]=2)[CH2:4][NH:3]1. Given the reactants [CH3:1][CH:2]1[CH2:11][C:10]2[C:5](=[CH:6][CH:7]=[CH:8][CH:9]=2)[CH2:4][NH:3]1, predict the reaction product. (2) The product is: [I:1][C:2]1[CH:3]=[CH:4][C:5]([CH2:6][N:7]([CH2:20][C:21]2[N:22]([CH2:26][C:27]([OH:29])=[O:28])[CH:23]=[CH:24][N:25]=2)[CH2:8][CH2:9][C:10]2[CH:11]=[CH:12][C:13]([S:16](=[O:19])(=[O:18])[NH2:17])=[CH:14][CH:15]=2)=[CH:34][CH:35]=1. Given the reactants [I:1][C:2]1[CH:35]=[CH:34][C:5]([CH2:6][N:7]([CH2:20][C:21]2[N:22]([CH2:26][C:27]([O:29]C(C)(C)C)=[O:28])[CH:23]=[CH:24][N:25]=2)[CH2:8][CH2:9][C:10]2[CH:15]=[CH:14][C:13]([S:16](=[O:19])(=[O:18])[NH2:17])=[CH:12][CH:11]=2)=[CH:4][CH:3]=1, predict the reaction product. (3) Given the reactants [F:1][C:2]1[C:3]([N:11]2[CH2:15][CH2:14][C@H:13]([OH:16])[CH2:12]2)=[N:4][CH:5]=[C:6]([N+:8]([O-])=O)[CH:7]=1.[Cl-].[NH4+], predict the reaction product. The product is: [NH2:8][C:6]1[CH:7]=[C:2]([F:1])[C:3]([N:11]2[CH2:15][CH2:14][C@H:13]([OH:16])[CH2:12]2)=[N:4][CH:5]=1. (4) Given the reactants Cl[C:2]1[C:7]([C:8]([O:10]CC)=O)=[C:6]([CH3:13])[N:5]=[CH:4][N:3]=1.[CH2:14]([O:21][NH:22][C:23](=[O:31])[CH2:24][C:25]1[CH:30]=[CH:29][CH:28]=[CH:27][CH:26]=1)[C:15]1[CH:20]=[CH:19][CH:18]=[CH:17][CH:16]=1.C(=O)([O-])[O-].[K+].[K+].C(OCC)(=O)C, predict the reaction product. The product is: [CH2:14]([O:21][N:22]1[C:2]2[N:3]=[CH:4][N:5]=[C:6]([CH3:13])[C:7]=2[C:8]([OH:10])=[C:24]([C:25]2[CH:30]=[CH:29][CH:28]=[CH:27][CH:26]=2)[C:23]1=[O:31])[C:15]1[CH:16]=[CH:17][CH:18]=[CH:19][CH:20]=1. (5) Given the reactants [CH3:1][C:2]1[C:21]([CH3:22])=[CH:20][C:5]2[NH:6][C:7]([C:9]3[C:17]4[C:12](=[CH:13][CH:14]=[C:15]([O:18]C)[CH:16]=4)[NH:11][N:10]=3)=[N:8][C:4]=2[CH:3]=1.B(Br)(Br)Br.O.C(=O)(O)[O-].[Na+], predict the reaction product. The product is: [CH3:1][C:2]1[C:21]([CH3:22])=[CH:20][C:5]2[NH:6][C:7]([C:9]3[C:17]4[C:12](=[CH:13][CH:14]=[C:15]([OH:18])[CH:16]=4)[NH:11][N:10]=3)=[N:8][C:4]=2[CH:3]=1.